The task is: Predict the reactants needed to synthesize the given product.. This data is from Full USPTO retrosynthesis dataset with 1.9M reactions from patents (1976-2016). (1) Given the product [CH2:22]([N:29]1[CH2:33][CH2:32][CH:31]([NH:34][C:2]2[CH:7]=[CH:6][C:5]([N:8]([CH3:18])[S:9]([C:12]3[CH:17]=[CH:16][CH:15]=[CH:14][CH:13]=3)(=[O:11])=[O:10])=[CH:4][C:3]=2[N+:19]([O-:21])=[O:20])[CH2:30]1)[C:23]1[CH:24]=[CH:25][CH:26]=[CH:27][CH:28]=1, predict the reactants needed to synthesize it. The reactants are: F[C:2]1[CH:7]=[CH:6][C:5]([N:8]([CH3:18])[S:9]([C:12]2[CH:17]=[CH:16][CH:15]=[CH:14][CH:13]=2)(=[O:11])=[O:10])=[CH:4][C:3]=1[N+:19]([O-:21])=[O:20].[CH2:22]([N:29]1[CH2:33][CH2:32][CH:31]([NH2:34])[CH2:30]1)[C:23]1[CH:28]=[CH:27][CH:26]=[CH:25][CH:24]=1. (2) The reactants are: C([O:3][C:4]([C:6]1([NH:15][C:16](=[O:25])[C:17]2[CH:22]=[CH:21][C:20]([CH3:23])=[CH:19][C:18]=2[CH3:24])[CH2:14][C:13]2[C:8](=[CH:9][CH:10]=[CH:11][CH:12]=2)[CH2:7]1)=[O:5])C.[OH-].[K+].O. Given the product [CH3:24][C:18]1[CH:19]=[C:20]([CH3:23])[CH:21]=[CH:22][C:17]=1[C:16]([NH:15][C:6]1([C:4]([OH:5])=[O:3])[CH2:14][C:13]2[C:8](=[CH:9][CH:10]=[CH:11][CH:12]=2)[CH2:7]1)=[O:25], predict the reactants needed to synthesize it. (3) Given the product [Br:1][C:2]1[C:7]2[NH:8][C:9]([NH:16][C:17]3[CH:26]=[C:25]4[C:20]([CH:21]=[CH:22][CH:23]=[N:24]4)=[CH:19][CH:18]=3)=[N:10][C:6]=2[CH:5]=[C:4]([C:12]([F:15])([F:14])[F:13])[CH:3]=1, predict the reactants needed to synthesize it. The reactants are: [Br:1][C:2]1[C:7]2[NH:8][C:9](Cl)=[N:10][C:6]=2[CH:5]=[C:4]([C:12]([F:15])([F:14])[F:13])[CH:3]=1.[NH2:16][C:17]1[CH:26]=[C:25]2[C:20]([CH:21]=[CH:22][CH:23]=[N:24]2)=[CH:19][CH:18]=1. (4) Given the product [F:40][C:39]([F:42])([F:41])[C:37]([OH:43])=[O:38].[NH:8]1[CH2:11][CH:10]([NH:12][C:13]2[CH:14]=[C:15]3[C:24](=[CH:25][C:26]=2[CH:27]2[CH2:32][CH2:31]2)[O:23][CH2:22][C:21]2[N:16]3[C@@H:17]([CH3:36])[C:18](=[O:35])[NH:19][N:20]=2)[CH2:9]1, predict the reactants needed to synthesize it. The reactants are: C(OC([N:8]1[CH2:11][CH:10]([NH:12][C:13]2[CH:14]=[C:15]3[C:24](=[CH:25][C:26]=2[C:27]2[CH:32]=[CH:31]C(Cl)=CC=2Cl)[O:23][CH2:22][C:21]2[N:16]3[C@@H:17]([CH3:36])[C:18](=[O:35])[NH:19][N:20]=2)[CH2:9]1)=O)(C)(C)C.[C:37]([OH:43])([C:39]([F:42])([F:41])[F:40])=[O:38]. (5) Given the product [OH:9][B:8]([OH:10])[C:5]1[CH:6]=[CH:7][C:2]([C:1]([OH:19])=[O:11])=[CH:3][CH:4]=1, predict the reactants needed to synthesize it. The reactants are: [CH3:1][C:2]1[CH:7]=[CH:6][C:5]([B:8]([OH:10])[OH:9])=[CH:4][CH:3]=1.[OH-:11].[Na+].[Mn]([O-])(=O)(=O)=O.[K+].[OH2:19]. (6) Given the product [CH:33]1([N:30]2[CH2:29][CH2:28][N:11]3[C:12]([CH2:16][C:17]4([C:22]5[CH:27]=[CH:26][CH:25]=[CH:24][CH:23]=5)[CH2:21][CH2:20][CH2:19][CH2:18]4)=[N:13][C:14](=[O:15])[C:9]([OH:8])=[C:10]3[C:31]2=[O:32])[CH2:34][CH2:35]1, predict the reactants needed to synthesize it. The reactants are: C([O:8][C:9]1[C:14](=[O:15])[N:13]=[C:12]([CH2:16][C:17]2([C:22]3[CH:27]=[CH:26][CH:25]=[CH:24][CH:23]=3)[CH2:21][CH2:20][CH2:19][CH2:18]2)[N:11]2[CH2:28][CH2:29][N:30]([CH:33]3[CH2:35][CH2:34]3)[C:31](=[O:32])[C:10]=12)C1C=CC=CC=1.